Predict the reactants needed to synthesize the given product. From a dataset of Full USPTO retrosynthesis dataset with 1.9M reactions from patents (1976-2016). (1) Given the product [OH:34][CH2:33][C:21]([CH2:56][OH:57])([N:19]1[CH:20]=[C:16]([C:10]2[C:9]3[C:8]4[C:3](=[CH:4][CH:5]=[CH:6][CH:7]=4)[C@:2]([OH:1])([C:29]([F:32])([F:30])[F:35])[C:14]=3[CH:13]=[C:12]([CH3:15])[CH:11]=2)[CH:17]=[N:18]1)[C:22]([OH:24])=[O:23], predict the reactants needed to synthesize it. The reactants are: [OH:1][C@@:2]1([C:29]([F:32])(F)[F:30])[C:14]2[CH:13]=[C:12]([CH3:15])[CH:11]=[C:10]([C:16]3[CH:17]=[N:18][N:19]([CH2:21][C:22]([O:24]C(C)(C)C)=[O:23])[CH:20]=3)[C:9]=2[C:8]2[C:3]1=[CH:4][CH:5]=[CH:6][CH:7]=2.[CH2:33]=[O:34].[F-:35].C([N+](CCCC)(CCCC)CCCC)CCC.Cl.CN(C)[CH:56]=[O:57]. (2) Given the product [CH3:7][O:8][C:9]1[C:14]([CH2:15][NH2:16])=[C:13]([CH3:17])[CH:12]=[C:11]([CH3:18])[N:10]=1, predict the reactants needed to synthesize it. The reactants are: CC(OC)(C)C.[CH3:7][O:8][C:9]1[C:14]([C:15]#[N:16])=[C:13]([CH3:17])[CH:12]=[C:11]([CH3:18])[N:10]=1.